This data is from Full USPTO retrosynthesis dataset with 1.9M reactions from patents (1976-2016). The task is: Predict the reactants needed to synthesize the given product. (1) The reactants are: C([O-])([O-])=O.[Na+].[Na+].[F:7][C:8]1[CH:13]=[CH:12][C:11]([C:14]2[C:22](I)=[C:17]3[CH2:18][CH2:19][CH2:20][CH2:21][N:16]3[N:15]=2)=[CH:10][CH:9]=1.CC1(C)C(C)(C)OB([C:32]2[CH:37]=[CH:36][N:35]=[C:34]([NH:38][C:39](=[O:42])[CH2:40][CH3:41])[CH:33]=2)O1.C(OCC)(=O)C. Given the product [F:7][C:8]1[CH:13]=[CH:12][C:11]([C:14]2[C:22]([C:32]3[CH:37]=[CH:36][N:35]=[C:34]([NH:38][C:39](=[O:42])[CH2:40][CH3:41])[CH:33]=3)=[C:17]3[CH2:18][CH2:19][CH2:20][CH2:21][N:16]3[N:15]=2)=[CH:10][CH:9]=1, predict the reactants needed to synthesize it. (2) Given the product [O:6]1[C:10]2[CH:11]=[CH:12][C:13]([CH:18]=[O:19])=[CH:14][C:9]=2[CH2:8][CH2:7]1, predict the reactants needed to synthesize it. The reactants are: P(Cl)(Cl)(Cl)=O.[O:6]1[C:10]2[CH:11]=[CH:12][CH:13]=[CH:14][C:9]=2[CH2:8][CH2:7]1.CN([CH:18]=[O:19])C. (3) Given the product [Cl:13][C:10]1[CH:11]=[CH:12][C:7]([NH:6][C:4](=[O:5])[C:3]2[CH:14]=[CH:15][C:16]([C:18]([O:20][CH3:21])=[O:19])=[CH:17][C:2]=2[NH:1][CH2:35][CH:32]2[CH2:33][CH2:34][NH:29][CH2:30][CH2:31]2)=[N:8][CH:9]=1, predict the reactants needed to synthesize it. The reactants are: [NH2:1][C:2]1[CH:17]=[C:16]([C:18]([O:20][CH3:21])=[O:19])[CH:15]=[CH:14][C:3]=1[C:4]([NH:6][C:7]1[CH:12]=[CH:11][C:10]([Cl:13])=[CH:9][N:8]=1)=[O:5].C(OC([N:29]1[CH2:34][CH2:33][CH:32]([CH:35]=O)[CH2:31][CH2:30]1)=O)(C)(C)C.[B-][N+](C)(C)C. (4) Given the product [CH3:21][C:18]1[S:17][C:16]([NH:15][C:14]([C:12]2[CH:13]=[C:9]([C@@H:7]3[CH2:8][C@H:6]3[NH:5][CH2:23][CH:24]3[CH2:29][CH2:28][N:27]([CH2:30][CH2:31][C:32]([O:34][C:35]([CH3:38])([CH3:37])[CH3:36])=[O:33])[CH2:26][CH2:25]3)[S:10][CH:11]=2)=[O:22])=[N:20][N:19]=1, predict the reactants needed to synthesize it. The reactants are: FC(F)(F)C([N:5]([CH2:23][CH:24]1[CH2:29][CH2:28][N:27]([CH2:30][CH2:31][C:32]([O:34][C:35]([CH3:38])([CH3:37])[CH3:36])=[O:33])[CH2:26][CH2:25]1)[C@@H:6]1[CH2:8][C@H:7]1[C:9]1[S:10][CH:11]=[C:12]([C:14](=[O:22])[NH:15][C:16]2[S:17][C:18]([CH3:21])=[N:19][N:20]=2)[CH:13]=1)=O.CO.C1COCC1.[OH-].[Na+]. (5) Given the product [CH2:1]([N:8]1[C:13](=[O:14])[C:12]([C:15]#[N:16])=[C:11]([N:24]2[CH2:25][CH2:26][N:21]([C:27]([C:29]3[S:30][CH:31]=[CH:32][CH:33]=3)=[O:28])[CH2:22][CH2:23]2)[C:10]2[CH:18]=[CH:19][S:20][C:9]1=2)[C:2]1[CH:7]=[CH:6][CH:5]=[CH:4][CH:3]=1, predict the reactants needed to synthesize it. The reactants are: [CH2:1]([N:8]1[C:13](=[O:14])[C:12]([C:15]#[N:16])=[C:11](Cl)[C:10]2[CH:18]=[CH:19][S:20][C:9]1=2)[C:2]1[CH:7]=[CH:6][CH:5]=[CH:4][CH:3]=1.[N:21]1([C:27]([C:29]2[S:30][CH:31]=[CH:32][CH:33]=2)=[O:28])[CH2:26][CH2:25][NH:24][CH2:23][CH2:22]1.C1N2CCN(CC2)C1.[Cl-].[NH4+]. (6) Given the product [CH3:31][N:30]1[C:22]2[CH:21]=[C:20]([C:17]3[CH:18]=[CH:19][C:14]([O:13][CH2:12][CH2:11][CH:8]4[CH2:7][CH2:6][N:5]([C:3](=[O:4])[CH2:2][N:39]5[CH2:36][CH2:38][CH2:44][CH2:42]5)[CH2:10][CH2:9]4)=[C:15]([C:32]([F:34])([F:33])[F:35])[CH:16]=3)[N:25]=[C:24]([C:26]#[N:27])[C:23]=2[N:28]=[CH:29]1, predict the reactants needed to synthesize it. The reactants are: Cl[CH2:2][C:3]([N:5]1[CH2:10][CH2:9][CH:8]([CH2:11][CH2:12][O:13][C:14]2[CH:19]=[CH:18][C:17]([C:20]3[N:25]=[C:24]([C:26]#[N:27])[C:23]4[N:28]=[CH:29][N:30]([CH3:31])[C:22]=4[CH:21]=3)=[CH:16][C:15]=2[C:32]([F:35])([F:34])[F:33])[CH2:7][CH2:6]1)=[O:4].[CH:36]([N:39]([CH:42]([CH3:44])C)CC)([CH3:38])C.N1CCCC1. (7) Given the product [NH2:2][CH2:1][C:3]1([CH2:15][CH:16]2[CH2:18][CH2:17]2)[CH2:4][CH2:5][N:6]([S:9]([NH:12][CH2:13][CH3:14])(=[O:10])=[O:11])[CH2:7][CH2:8]1, predict the reactants needed to synthesize it. The reactants are: [C:1]([C:3]1([CH2:15][CH:16]2[CH2:18][CH2:17]2)[CH2:8][CH2:7][N:6]([S:9]([NH:12][CH2:13][CH3:14])(=[O:11])=[O:10])[CH2:5][CH2:4]1)#[N:2].[OH-].[Na+].